Dataset: Full USPTO retrosynthesis dataset with 1.9M reactions from patents (1976-2016). Task: Predict the reactants needed to synthesize the given product. Given the product [F:1][C:2]1[C:3]([C:31]2[S:35][C:34]([C:36]3([OH:40])[CH2:39][CH2:38][CH2:37]3)=[N:33][CH:32]=2)=[C:4]2[CH:10]=[C:9]([C:11]3[CH:16]=[CH:15][CH:14]=[C:13]([S:17]([CH3:20])(=[O:19])=[O:18])[CH:12]=3)[NH:8][C:5]2=[N:6][CH:7]=1, predict the reactants needed to synthesize it. The reactants are: [F:1][C:2]1[C:3]([C:31]2[S:35][C:34]([C:36]3([OH:40])[CH2:39][CH2:38][CH2:37]3)=[N:33][CH:32]=2)=[C:4]2[CH:10]=[C:9]([C:11]3[CH:16]=[CH:15][CH:14]=[C:13]([S:17]([CH3:20])(=[O:19])=[O:18])[CH:12]=3)[N:8](S(C3C=CC(C)=CC=3)(=O)=O)[C:5]2=[N:6][CH:7]=1.Cl.